Dataset: Full USPTO retrosynthesis dataset with 1.9M reactions from patents (1976-2016). Task: Predict the reactants needed to synthesize the given product. (1) The reactants are: [Br:1][C:2]1[CH:7]=[CH:6][C:5]([C:8]([F:11])([F:10])[F:9])=[CH:4][C:3]=1[CH2:12][OH:13].N1C=CN=C1.[Si:19](Cl)([C:22]([CH3:25])([CH3:24])[CH3:23])([CH3:21])[CH3:20]. Given the product [Br:1][C:2]1[CH:7]=[CH:6][C:5]([C:8]([F:10])([F:11])[F:9])=[CH:4][C:3]=1[CH2:12][O:13][Si:19]([C:22]([CH3:25])([CH3:24])[CH3:23])([CH3:21])[CH3:20], predict the reactants needed to synthesize it. (2) The reactants are: [CH2:1]=[CH:2][CH:3]=[CH2:4].[Nd].C([Al](C[CH:16]([CH3:18])[CH3:17])CC(C)C)C(C)C.[Cl-].[Cl-].C([Al+2])C. Given the product [CH2:1]=[CH:2][CH:3]=[CH2:4].[CH3:1][CH2:2][CH2:3][CH2:18][CH2:16][CH3:17], predict the reactants needed to synthesize it. (3) Given the product [Cl:3][C:4]1[CH:5]=[CH:6][C:7]([C@@:10]([NH:29][C:30]([CH:32]2[CH2:36][CH2:35][CH:34]([OH:37])[CH2:33]2)=[O:31])([C:18]2[CH:23]=[C:22]([C:24]([F:25])([F:26])[F:27])[CH:21]=[C:20]([F:28])[CH:19]=2)[CH2:11][C:12]2[CH:13]=[CH:14][CH:15]=[CH:16][CH:17]=2)=[N:8][CH:9]=1, predict the reactants needed to synthesize it. The reactants are: [BH4-].[Na+].[Cl:3][C:4]1[CH:5]=[CH:6][C:7]([C@@:10]([NH:29][C:30]([CH:32]2[CH2:36][CH2:35][C:34](=[O:37])[CH2:33]2)=[O:31])([C:18]2[CH:23]=[C:22]([C:24]([F:27])([F:26])[F:25])[CH:21]=[C:20]([F:28])[CH:19]=2)[CH2:11][C:12]2[CH:17]=[CH:16][CH:15]=[CH:14][CH:13]=2)=[N:8][CH:9]=1. (4) Given the product [Cl:30][C:25]1[CH:24]=[C:23]([CH:28]=[CH:27][C:26]=1[OH:29])[NH:22][C:2]1[C:11]2[C:6](=[CH:7][C:8]([O:20][CH3:21])=[CH:9][C:10]=2[O:12][CH:13]2[CH2:18][CH2:17][N:16]([CH3:19])[CH2:15][CH2:14]2)[N:5]=[CH:4][N:3]=1, predict the reactants needed to synthesize it. The reactants are: Cl[C:2]1[C:11]2[C:6](=[CH:7][C:8]([O:20][CH3:21])=[CH:9][C:10]=2[O:12][CH:13]2[CH2:18][CH2:17][N:16]([CH3:19])[CH2:15][CH2:14]2)[N:5]=[CH:4][N:3]=1.[NH2:22][C:23]1[CH:28]=[CH:27][C:26]([OH:29])=[C:25]([Cl:30])[CH:24]=1. (5) Given the product [F:7][C:2]([P:8]([C:12]([F:17])([F:18])[C:13]([F:16])([F:15])[F:14])(=[O:9])[O-:11])([F:1])[C:3]([F:6])([F:5])[F:4].[CH3:2][P+:19]([O:27][C:28]1[CH:33]=[CH:32][CH:31]=[CH:30][CH:29]=1)([O:34][C:35]1[CH:40]=[CH:39][CH:38]=[CH:37][CH:36]=1)[O:20][C:21]1[CH:22]=[CH:23][CH:24]=[CH:25][CH:26]=1, predict the reactants needed to synthesize it. The reactants are: [F:1][C:2]([P:8]([C:12]([F:18])([F:17])[C:13]([F:16])([F:15])[F:14])(=[O:11])[O:9]C)([F:7])[C:3]([F:6])([F:5])[F:4].[P:19]([O:34][C:35]1[CH:40]=[CH:39][CH:38]=[CH:37][CH:36]=1)([O:27][C:28]1[CH:33]=[CH:32][CH:31]=[CH:30][CH:29]=1)[O:20][C:21]1[CH:26]=[CH:25][CH:24]=[CH:23][CH:22]=1. (6) Given the product [CH2:1]([O:3][C:4]1[C:5]([N+:12]([O-:14])=[O:13])=[CH:6][C:7]([CH3:11])=[C:8]([N:25]2[CH2:26][CH2:27][CH:22]([CH2:21][CH2:20][S:17]([CH3:16])(=[O:19])=[O:18])[CH2:23][CH2:24]2)[CH:9]=1)[CH3:2], predict the reactants needed to synthesize it. The reactants are: [CH2:1]([O:3][C:4]1[CH:9]=[C:8](F)[C:7]([CH3:11])=[CH:6][C:5]=1[N+:12]([O-:14])=[O:13])[CH3:2].Cl.[CH3:16][S:17]([CH2:20][CH2:21][CH:22]1[CH2:27][CH2:26][NH:25][CH2:24][CH2:23]1)(=[O:19])=[O:18].C([O-])([O-])=O.[K+].[K+].CS(C)=O. (7) Given the product [Cl:23][C:24]1[CH:29]=[CH:28][C:27]([C:2]2[CH:3]=[N:4][CH:5]=[C:6]3[C:11]=2[N:10]=[C:9]([C:12]([NH:14][CH2:15][C:16]2([CH3:22])[CH2:20][CH2:19][C:18](=[O:21])[NH:17]2)=[O:13])[CH:8]=[CH:7]3)=[CH:26][CH:25]=1, predict the reactants needed to synthesize it. The reactants are: Br[C:2]1[CH:3]=[N:4][CH:5]=[C:6]2[C:11]=1[N:10]=[C:9]([C:12]([NH:14][CH2:15][C:16]1([CH3:22])[CH2:20][CH2:19][C:18](=[O:21])[NH:17]1)=[O:13])[CH:8]=[CH:7]2.[Cl:23][C:24]1[CH:29]=[CH:28][C:27](B(O)O)=[CH:26][CH:25]=1. (8) Given the product [C:21]([O:20][C:18]([N:15]1[C:16]2[C:12](=[CH:11][CH:10]=[C:9]([C:27]3[S:28][CH:29]=[C:30]([C:32]([O:34][CH2:35][CH3:36])=[O:33])[N:31]=3)[CH:17]=2)[CH2:13][CH2:14]1)=[O:19])([CH3:22])([CH3:23])[CH3:24], predict the reactants needed to synthesize it. The reactants are: CC1(C)C(C)(C)OB([C:9]2[CH:17]=[C:16]3[C:12]([CH2:13][CH2:14][N:15]3[C:18]([O:20][C:21]([CH3:24])([CH3:23])[CH3:22])=[O:19])=[CH:11][CH:10]=2)O1.Br[C:27]1[S:28][CH:29]=[C:30]([C:32]([O:34][CH2:35][CH3:36])=[O:33])[N:31]=1.C([O-])([O-])=O.[K+].[K+]. (9) Given the product [C:22]([O:21][C:20]([NH:19][CH2:18][CH:15]1[CH2:14][CH2:13][N:12]([CH2:2][C:3]2([C:8]([O:10][CH3:11])=[O:9])[CH2:7][CH2:6][CH2:5][CH2:4]2)[CH2:17][CH2:16]1)=[O:26])([CH3:25])([CH3:23])[CH3:24], predict the reactants needed to synthesize it. The reactants are: I[CH2:2][C:3]1([C:8]([O:10][CH3:11])=[O:9])[CH2:7][CH2:6][CH2:5][CH2:4]1.[NH:12]1[CH2:17][CH2:16][CH:15]([CH2:18][NH:19][C:20](=[O:26])[O:21][C:22]([CH3:25])([CH3:24])[CH3:23])[CH2:14][CH2:13]1.CCN(C(C)C)C(C)C. (10) Given the product [CH2:22]([O:21][C:14](=[O:20])[CH2:15][CH:16]([N:6]1[C:7]2[CH:12]=[CH:11][CH:10]=[CH:9][C:8]=2[N:4]([C:1]([CH3:3])=[CH2:2])[C:5]1=[O:13])[CH2:17][CH2:18][CH3:19])[CH3:23], predict the reactants needed to synthesize it. The reactants are: [C:1]([N:4]1[C:8]2[CH:9]=[CH:10][CH:11]=[CH:12][C:7]=2[NH:6][C:5]1=[O:13])([CH3:3])=[CH2:2].[C:14]([O:21][CH2:22][CH3:23])(=[O:20])/[CH:15]=[CH:16]/[CH2:17][CH2:18][CH3:19].[OH-].C([N+](C)(C)C)C1C=CC=CC=1.[NH4+].[Cl-].